This data is from Forward reaction prediction with 1.9M reactions from USPTO patents (1976-2016). The task is: Predict the product of the given reaction. (1) Given the reactants [OH:1][CH2:2][CH2:3][O:4][C:5]1[CH:10]=[CH:9][C:8]([CH2:11][CH:12]([O:18][C:19]2[CH:24]=[CH:23][C:22]([CH:25]([CH3:27])[CH3:26])=[CH:21][CH:20]=2)[C:13]([O:15][CH2:16][CH3:17])=[O:14])=[CH:7][CH:6]=1.[CH3:28][S:29](Cl)(=[O:31])=[O:30], predict the reaction product. The product is: [CH:25]([C:22]1[CH:21]=[CH:20][C:19]([O:18][CH:12]([CH2:11][C:8]2[CH:7]=[CH:6][C:5]([O:4][CH2:3][CH2:2][O:1][S:29]([CH3:28])(=[O:31])=[O:30])=[CH:10][CH:9]=2)[C:13]([O:15][CH2:16][CH3:17])=[O:14])=[CH:24][CH:23]=1)([CH3:26])[CH3:27]. (2) Given the reactants [Cl:1][C:2]1[CH:7]=[C:6]([Cl:8])[N:5]=[CH:4][C:3]=1CO.S(Cl)(Cl)(=O)=O.[C:16]([Cl:20])(Cl)([Cl:18])[Cl:17], predict the reaction product. The product is: [Cl:8][C:6]1[CH:7]=[C:2]([Cl:1])[C:3]([C:16]([Cl:20])([Cl:18])[Cl:17])=[CH:4][N:5]=1.